From a dataset of Full USPTO retrosynthesis dataset with 1.9M reactions from patents (1976-2016). Predict the reactants needed to synthesize the given product. (1) Given the product [O:26]1[C:27]2[CH:35]=[CH:34][C:33]([NH:36][C:2]3[C:11]4=[N:12][NH:13][CH:14]=[C:10]4[C:9]4[CH:8]=[C:7]([O:24][CH3:25])[CH:6]=[CH:5][C:4]=4[N:3]=3)=[CH:32][C:28]=2[O:29][CH2:30][CH2:31]1, predict the reactants needed to synthesize it. The reactants are: Cl[C:2]1[C:11]2=[N:12][N:13](CC3C=CC(OC)=CC=3)[CH:14]=[C:10]2[C:9]2[CH:8]=[C:7]([O:24][CH3:25])[CH:6]=[CH:5][C:4]=2[N:3]=1.[O:26]1[CH2:31][CH2:30][O:29][C:28]2[CH:32]=[C:33]([NH2:36])[CH:34]=[CH:35][C:27]1=2.Cl. (2) Given the product [Br:1][C:2]1[N:3]=[C:4]([CH3:11])[C:5]([C:6]([N:27]2[CH2:28][CH2:29][N:24]([C:16]3[C:15]([CH:12]4[CH2:13][CH2:14]4)=[CH:20][C:19]([CH:21]4[CH2:23][CH2:22]4)=[CH:18][N:17]=3)[CH2:25][CH2:26]2)=[O:8])=[CH:9][CH:10]=1, predict the reactants needed to synthesize it. The reactants are: [Br:1][C:2]1[CH:10]=[CH:9][C:5]([C:6]([OH:8])=O)=[C:4]([CH3:11])[N:3]=1.[CH:12]1([C:15]2[C:16]([N:24]3[CH2:29][CH2:28][NH:27][CH2:26][CH2:25]3)=[N:17][CH:18]=[C:19]([CH:21]3[CH2:23][CH2:22]3)[CH:20]=2)[CH2:14][CH2:13]1. (3) Given the product [Cl:8][C:5]1[N:6]=[CH:7][C:2]([C:9]2([OH:14])[CH2:13][CH2:12][CH2:11][CH2:10]2)=[CH:3][CH:4]=1, predict the reactants needed to synthesize it. The reactants are: Br[C:2]1[CH:3]=[CH:4][C:5]([Cl:8])=[N:6][CH:7]=1.[C:9]1(=[O:14])[CH2:13][CH2:12][CH2:11][CH2:10]1. (4) Given the product [CH:13]1([N:6]2[CH2:5][C:4]3[C:8](=[C:9]([CH3:11])[CH:10]=[C:2]([C:18]4[CH:17]=[N:16][CH:21]=[CH:20][CH:19]=4)[CH:3]=3)[C:7]2=[O:12])[CH2:15][CH2:14]1, predict the reactants needed to synthesize it. The reactants are: Br[C:2]1[CH:3]=[C:4]2[C:8](=[C:9]([CH3:11])[CH:10]=1)[C:7](=[O:12])[N:6]([CH:13]1[CH2:15][CH2:14]1)[CH2:5]2.[N:16]1[CH:21]=[CH:20][CH:19]=[C:18](B(O)O)[CH:17]=1.C([O-])([O-])=O.[Cs+].[Cs+]. (5) Given the product [CH3:16][O:17][C:18](=[O:27])[C:19]1[CH:24]=[CH:23][C:22]([OH:25])=[C:21]([NH:26][C:11](=[O:13])[CH2:10][O:9][C:8]2[CH:7]=[CH:6][C:5]([C:1]([CH3:2])([CH3:3])[CH3:4])=[CH:15][CH:14]=2)[CH:20]=1, predict the reactants needed to synthesize it. The reactants are: [C:1]([C:5]1[CH:15]=[CH:14][C:8]([O:9][CH2:10][C:11]([OH:13])=O)=[CH:7][CH:6]=1)([CH3:4])([CH3:3])[CH3:2].[CH3:16][O:17][C:18](=[O:27])[C:19]1[CH:24]=[CH:23][C:22]([OH:25])=[C:21]([NH2:26])[CH:20]=1.C(=O)(O)[O-].[Na+]. (6) Given the product [Cl:1][C:2]1[CH:7]=[CH:6][C:5]([C:8]2[NH:9][C:10]3[C:15]([C:16]=2[CH2:17][C:18]([NH:57][S:54]([C:53]([F:59])([F:58])[F:52])(=[O:56])=[O:55])=[O:19])=[CH:14][CH:13]=[CH:12][CH:11]=3)=[CH:4][C:3]=1[S:21]([NH:22][CH:23]1[CH2:24][CH2:25][CH2:26][CH2:27][CH2:28]1)(=[O:30])=[O:29], predict the reactants needed to synthesize it. The reactants are: [Cl:1][C:2]1[CH:7]=[CH:6][C:5]([C:8]2[NH:9][C:10]3[C:15]([C:16]=2[CH2:17][C:18](O)=[O:19])=[CH:14][CH:13]=[CH:12][CH:11]=3)=[CH:4][C:3]=1[S:21](=[O:30])(=[O:29])[NH:22][CH:23]1[CH2:28][CH2:27][CH2:26][CH2:25][CH2:24]1.Cl.CN(C)CCCN=C=NCC.CN(C1C=CC=CN=1)C.[F:52][C:53]([F:59])([F:58])[S:54]([NH2:57])(=[O:56])=[O:55]. (7) Given the product [F:11][C:9]([F:10])([F:12])[C:7]1[CH:6]=[C:5]([C@H:13]([O:15][C@H:16]2[CH2:20][N:19]([C:21]([O:23][C:24]([CH3:25])([CH3:27])[CH3:26])=[O:22])[C@@:18]([C:28](=[O:29])[CH2:50][N:48]=[NH:49])([CH:45]=[O:46])[C@@H:17]2[C:31]2[CH:32]=[CH:33][C:34]([F:37])=[CH:35][CH:36]=2)[CH3:14])[CH:4]=[C:3]([C:2]([F:38])([F:1])[F:39])[CH:8]=1, predict the reactants needed to synthesize it. The reactants are: [F:1][C:2]([F:39])([F:38])[C:3]1[CH:4]=[C:5]([C@H:13]([O:15][C@H:16]2[CH2:20][N:19]([C:21]([O:23][C:24]([CH3:27])([CH3:26])[CH3:25])=[O:22])[C@@H:18]([C:28](O)=[O:29])[C@@H:17]2[C:31]2[CH:36]=[CH:35][C:34]([F:37])=[CH:33][CH:32]=2)[CH3:14])[CH:6]=[C:7]([C:9]([F:12])([F:11])[F:10])[CH:8]=1.C(O[C:45](Cl)=[O:46])C(C)C.[N+:48](=[CH2:50])=[N-:49]. (8) Given the product [C:21]([C:18]1[CH:19]=[CH:20][C:15]([S:12]([C:10]2[C:9]3[C:4](=[CH:5][CH:6]=[CH:7][CH:8]=3)[C:3](=[O:23])[N:2]([NH:1][C:32](=[O:33])[CH2:31][C:28]3[CH:29]=[CH:30][C:25]([F:24])=[CH:26][CH:27]=3)[N:11]=2)(=[O:14])=[O:13])=[CH:16][CH:17]=1)#[N:22], predict the reactants needed to synthesize it. The reactants are: [NH2:1][N:2]1[N:11]=[C:10]([S:12]([C:15]2[CH:20]=[CH:19][C:18]([C:21]#[N:22])=[CH:17][CH:16]=2)(=[O:14])=[O:13])[C:9]2[C:4](=[CH:5][CH:6]=[CH:7][CH:8]=2)[C:3]1=[O:23].[F:24][C:25]1[CH:30]=[CH:29][C:28]([CH2:31][C:32](Cl)=[O:33])=[CH:27][CH:26]=1. (9) Given the product [Cl:2][C:3]1[C:4]([O:15][CH2:16][CH2:17][NH:18][CH2:24][C:20]2[O:19][CH:23]=[CH:22][CH:21]=2)=[CH:5][CH:6]=[C:7]2[C:12]=1[CH:11]=[CH:10][C:9]([C:13]#[N:14])=[CH:8]2, predict the reactants needed to synthesize it. The reactants are: [Cl-].[Cl:2][C:3]1[C:12]2[C:7](=[CH:8][C:9]([C:13]#[N:14])=[CH:10][CH:11]=2)[CH:6]=[CH:5][C:4]=1[O:15][CH2:16][CH2:17][NH3+:18].[O:19]1[CH:23]=[CH:22][CH:21]=[C:20]1[CH:24]=O.